Dataset: Catalyst prediction with 721,799 reactions and 888 catalyst types from USPTO. Task: Predict which catalyst facilitates the given reaction. (1) The catalyst class is: 68. Reactant: [CH3:1][O:2][C:3]1[N:29]=[CH:28][CH:27]=[CH:26][C:4]=1[C:5]([NH:7][CH:8]1[C:14]2=[N:15][C:16]([C:20]3[CH:25]=[CH:24][N:23]=[CH:22][N:21]=3)=[CH:17][C:18](=[O:19])[N:13]2[CH2:12][CH2:11][NH:10][CH2:9]1)=[O:6].C=O.[C:32](O[BH-](OC(=O)C)OC(=O)C)(=O)C.[Na+]. Product: [CH3:1][O:2][C:3]1[N:29]=[CH:28][CH:27]=[CH:26][C:4]=1[C:5]([NH:7][CH:8]1[C:14]2=[N:15][C:16]([C:20]3[CH:25]=[CH:24][N:23]=[CH:22][N:21]=3)=[CH:17][C:18](=[O:19])[N:13]2[CH2:12][CH2:11][N:10]([CH3:32])[CH2:9]1)=[O:6]. (2) Reactant: [F:1][C:2]1[CH:7]=[CH:6][C:5]([C:8]2[N:9]=[C:10]([C:23](OCC)=[O:24])[S:11][C:12]=2[C:13]2[CH:18]=[CH:17][C:16](=[O:19])[N:15]([CH:20]([CH3:22])[CH3:21])[N:14]=2)=[CH:4][CH:3]=1.[CH:28]([NH2:31])([CH3:30])[CH3:29]. Product: [F:1][C:2]1[CH:3]=[CH:4][C:5]([C:8]2[N:9]=[C:10]([C:23]([NH:31][CH:28]([CH3:30])[CH3:29])=[O:24])[S:11][C:12]=2[C:13]2[CH:18]=[CH:17][C:16](=[O:19])[N:15]([CH:20]([CH3:21])[CH3:22])[N:14]=2)=[CH:6][CH:7]=1. The catalyst class is: 7. (3) Reactant: C(O[C:4]([C:6]1[C:7]2[S:14][CH:13]=[C:12]([CH2:15][O:16][C:17]3[CH:22]=[CH:21][CH:20]=[C:19]([NH:23][C:24](=[O:32])[C:25]4[CH:30]=[CH:29][C:28]([F:31])=[CH:27][CH:26]=4)[CH:18]=3)[C:8]=2[CH:9]=[N:10][CH:11]=1)=[O:5])C.[CH2:33]([CH2:35][NH2:36])[OH:34]. Product: [OH:34][CH2:33][CH2:35][NH:36][C:4]([C:6]1[C:7]2[S:14][CH:13]=[C:12]([CH2:15][O:16][C:17]3[CH:22]=[CH:21][CH:20]=[C:19]([NH:23][C:24](=[O:32])[C:25]4[CH:30]=[CH:29][C:28]([F:31])=[CH:27][CH:26]=4)[CH:18]=3)[C:8]=2[CH:9]=[N:10][CH:11]=1)=[O:5]. The catalyst class is: 16.